From a dataset of Peptide-MHC class II binding affinity with 134,281 pairs from IEDB. Regression. Given a peptide amino acid sequence and an MHC pseudo amino acid sequence, predict their binding affinity value. This is MHC class II binding data. (1) The peptide sequence is TPGQCNMVVERLGDY. The MHC is DRB1_0401 with pseudo-sequence DRB1_0401. The binding affinity (normalized) is 0.383. (2) The peptide sequence is CGYLMFLGGVKPTHI. The MHC is HLA-DQA10201-DQB10303 with pseudo-sequence HLA-DQA10201-DQB10303. The binding affinity (normalized) is 0.442.